Predict which catalyst facilitates the given reaction. From a dataset of Catalyst prediction with 721,799 reactions and 888 catalyst types from USPTO. (1) The catalyst class is: 34. Reactant: [CH3:1]C(OI1(OC(C)=O)(OC(C)=O)OC(=O)C2C=CC=CC1=2)=O.[OH:23][CH:24]1[CH2:38][CH2:37][C:27]2([CH2:32][CH2:31][CH:30]([CH2:33][C:34]([O-:36])=[O:35])[CH2:29][CH2:28]2)[CH2:26][CH2:25]1. Product: [O:23]=[C:24]1[CH2:38][CH2:37][C:27]2([CH2:28][CH2:29][CH:30]([CH2:33][C:34]([O:36][CH3:1])=[O:35])[CH2:31][CH2:32]2)[CH2:26][CH2:25]1. (2) Reactant: [CH2:1]([O:8][C:9]([N:11]1[CH2:15][CH2:14][CH2:13][CH:12]1[C:16](=[O:26])[NH:17][C:18]1[CH:23]=[C:22]([Br:24])[CH:21]=[CH:20][C:19]=1O)=[O:10])[C:2]1[CH:7]=[CH:6][CH:5]=[CH:4][CH:3]=1. Product: [CH2:1]([O:8][C:9]([N:11]1[CH2:15][CH2:14][CH2:13][C@H:12]1[C:16]1[O:26][C:19]2[CH:20]=[CH:21][C:22]([Br:24])=[CH:23][C:18]=2[N:17]=1)=[O:10])[C:2]1[CH:3]=[CH:4][CH:5]=[CH:6][CH:7]=1. The catalyst class is: 52. (3) Reactant: Cl.[Cl:2][CH2:3][CH2:4][NH2:5].[C:6](O[C:6]([O:8][C:9]([CH3:12])([CH3:11])[CH3:10])=[O:7])([O:8][C:9]([CH3:12])([CH3:11])[CH3:10])=[O:7]. Product: [C:9]([O:8][C:6](=[O:7])[NH:5][CH2:4][CH2:3][Cl:2])([CH3:12])([CH3:11])[CH3:10]. The catalyst class is: 20. (4) Reactant: [NH2:1][C:2]1[CH:3]=[C:4]([CH:9]=[CH:10][N:11]=1)[C:5]([O:7][CH3:8])=[O:6].[C:12](O[C:12]([O:14][C:15]([CH3:18])([CH3:17])[CH3:16])=[O:13])([O:14][C:15]([CH3:18])([CH3:17])[CH3:16])=[O:13]. Product: [C:15]([O:14][C:12]([NH:1][C:2]1[CH:3]=[C:4]([CH:9]=[CH:10][N:11]=1)[C:5]([O:7][CH3:8])=[O:6])=[O:13])([CH3:18])([CH3:17])[CH3:16]. The catalyst class is: 218.